From a dataset of Full USPTO retrosynthesis dataset with 1.9M reactions from patents (1976-2016). Predict the reactants needed to synthesize the given product. (1) The reactants are: Cl.[NH2:2][CH2:3][CH2:4][O:5][C:6]1[CH:7]=[C:8]([C:12]2[CH:13]=[C:14]3[C:19](=[CH:20][CH:21]=2)[N:18]([CH3:22])[C:17](=[O:23])[CH2:16][CH2:15]3)[CH:9]=[N:10][CH:11]=1.[Cl:24][C:25]1[C:26]([C:31](O)=[O:32])=[N:27][CH:28]=[CH:29][CH:30]=1. Given the product [CH3:22][N:18]1[C:19]2[C:14](=[CH:13][C:12]([C:8]3[CH:7]=[C:6]([O:5][CH2:4][CH2:3][NH:2][C:31]([C:26]4[C:25]([Cl:24])=[CH:30][CH:29]=[CH:28][N:27]=4)=[O:32])[CH:11]=[N:10][CH:9]=3)=[CH:21][CH:20]=2)[CH2:15][CH2:16][C:17]1=[O:23], predict the reactants needed to synthesize it. (2) Given the product [ClH:1].[Cl:1][C:2]1[CH:3]=[C:4]([CH2:17][C:18]2[O:22][C:21]([C:23]([NH:25][CH2:26][CH:27]3[CH2:32][CH2:31][NH:30][CH2:29][CH2:28]3)=[O:24])=[CH:20][CH:19]=2)[C:5]2[O:9][C:8]([C:10]3[CH:11]=[CH:12][CH:13]=[CH:14][CH:15]=3)=[CH:7][C:6]=2[CH:16]=1, predict the reactants needed to synthesize it. The reactants are: [Cl:1][C:2]1[CH:3]=[C:4]([CH2:17][C:18]2[O:22][C:21]([C:23]([NH:25][CH2:26][CH:27]3[CH2:32][CH2:31][N:30](C(OC(C)(C)C)=O)[CH2:29][CH2:28]3)=[O:24])=[CH:20][CH:19]=2)[C:5]2[O:9][C:8]([C:10]3[CH:15]=[CH:14][CH:13]=[CH:12][CH:11]=3)=[CH:7][C:6]=2[CH:16]=1. (3) Given the product [F:1][C:2]1[C:7]([NH2:8])=[CH:6][CH:5]=[CH:4][C:3]=1[C:11]1[CH:16]=[CH:15][CH:14]=[CH:13][C:12]=1[F:17], predict the reactants needed to synthesize it. The reactants are: [F:1][C:2]1[C:7]([N+:8]([O-])=O)=[CH:6][CH:5]=[CH:4][C:3]=1[C:11]1[CH:16]=[CH:15][CH:14]=[CH:13][C:12]=1[F:17].Cl. (4) Given the product [Cl:1][C:2]1[N:3]=[C:4]([NH:15][C:16]2[CH:17]=[CH:18][C:19]([N:22]3[CH2:23][CH2:24][CH:25]([N:28]4[CH2:33][CH2:32][N:31]([CH3:34])[CH2:30][CH2:29]4)[CH2:26][CH2:27]3)=[CH:20][CH:21]=2)[C:5]([C:12]([NH2:14])=[O:13])=[N:6][C:7]=1[CH:8]([CH3:10])[CH3:9], predict the reactants needed to synthesize it. The reactants are: [Cl:1][C:2]1[N:3]=[C:4]([NH:15][C:16]2[CH:21]=[CH:20][C:19]([N:22]3[CH2:27][CH2:26][CH:25]([N:28]4[CH2:33][CH2:32][N:31]([CH3:34])[CH2:30][CH2:29]4)[CH2:24][CH2:23]3)=[CH:18][CH:17]=2)[C:5]([C:12]([NH2:14])=[O:13])=[N:6][C:7]=1[C:8](O)([CH3:10])[CH3:9].C([SiH](CC)CC)C. (5) The reactants are: [C:1]([O:5][CH:6]([C:11]1[C:12]([CH3:28])=[N:13][C:14]2[N:15]([N:18]=[C:19]([C:21]3[CH:26]=[CH:25][CH:24]=[C:23]([Cl:27])[CH:22]=3)[CH:20]=2)[C:16]=1Cl)[C:7]([O:9][CH3:10])=[O:8])([CH3:4])([CH3:3])[CH3:2].[F:29][C:30]1[CH:31]=[C:32](B2OC(C)(C)C(C)(C)O2)[C:33]([CH3:40])=[C:34]2[C:39]=1[O:38][CH2:37][CH2:36][CH2:35]2.C([O-])([O-])=O.[K+].[K+]. Given the product [C:1]([O:5][CH:6]([C:11]1[C:12]([CH3:28])=[N:13][C:14]2[N:15]([N:18]=[C:19]([C:21]3[CH:26]=[CH:25][CH:24]=[C:23]([Cl:27])[CH:22]=3)[CH:20]=2)[C:16]=1[C:32]1[C:33]([CH3:40])=[C:34]2[C:39](=[C:30]([F:29])[CH:31]=1)[O:38][CH2:37][CH2:36][CH2:35]2)[C:7]([O:9][CH3:10])=[O:8])([CH3:3])([CH3:4])[CH3:2], predict the reactants needed to synthesize it. (6) Given the product [N:14]([C:15]1[CH:20]=[CH:19][C:18]([S:21]([NH2:24])(=[O:22])=[O:23])=[CH:17][CH:16]=1)=[C:6]=[S:7], predict the reactants needed to synthesize it. The reactants are: C(=O)([O-])[O-].[Ca+2].[C:6](Cl)(Cl)=[S:7].ClCCl.O.[NH2:14][C:15]1[CH:20]=[CH:19][C:18]([S:21]([NH2:24])(=[O:23])=[O:22])=[CH:17][CH:16]=1.Cl. (7) Given the product [S:29]1[CH:30]=[CH:31][CH:32]=[C:28]1[C:2]1[CH:7]=[CH:6][C:5]([N:8]([C:16]2[CH:21]=[CH:20][C:19]([C:30]3[S:29][CH:28]=[CH:32][CH:31]=3)=[CH:18][CH:17]=2)[C:9]2[CH:14]=[CH:13][C:12]([C:28]3[S:29][CH:30]=[CH:31][CH:32]=3)=[CH:11][CH:10]=2)=[CH:4][CH:3]=1, predict the reactants needed to synthesize it. The reactants are: Br[C:2]1[CH:7]=[CH:6][C:5]([N:8]([C:16]2[CH:21]=[CH:20][C:19](Br)=[CH:18][CH:17]=2)[C:9]2[CH:14]=[CH:13][C:12](Br)=[CH:11][CH:10]=2)=[CH:4][CH:3]=1.C([Sn](CCCC)(CCCC)[C:28]1[S:29][CH:30]=[CH:31][CH:32]=1)CCC. (8) Given the product [CH3:1][S:2]([N:5]1[CH2:6][CH:7]=[C:8]([C:11]2[CH:12]=[C:13]3[CH2:27][C:18]4([CH2:19][C:20]5([CH2:21][CH2:22][N:23]([C:29]6[S:30][C:31]([C:34]([F:37])([F:36])[F:35])=[N:32][N:33]=6)[CH2:24][CH2:25]5)[CH2:26]4)[O:17][C:14]3=[CH:15][N:16]=2)[CH2:9][CH2:10]1)(=[O:4])=[O:3], predict the reactants needed to synthesize it. The reactants are: [CH3:1][S:2]([N:5]1[CH2:10][CH:9]=[C:8]([C:11]2[CH:12]=[C:13]3[CH2:27][C:18]4([CH2:26][C:20]5([CH2:25][CH2:24][NH:23][CH2:22][CH2:21]5)[CH2:19]4)[O:17][C:14]3=[CH:15][N:16]=2)[CH2:7][CH2:6]1)(=[O:4])=[O:3].Cl[C:29]1[S:30][C:31]([C:34]([F:37])([F:36])[F:35])=[N:32][N:33]=1.